Dataset: Reaction yield outcomes from USPTO patents with 853,638 reactions. Task: Predict the reaction yield, written as a fraction of the theoretical maximum amount of product (1.0 means a 100% yield; for example, 0.34 means a 34% yield). The reactants are C(C1C(=O)C(Cl)=C(Cl)C(=O)C=1C#N)#N.[Br:15][C:16]1[CH:28]=[C:27]2[C:19]([C:20]3[CH2:21][CH:22]([C:29]([O:31][CH2:32][CH3:33])=[O:30])[CH2:23][CH2:24][C:25]=3[NH:26]2)=[C:18]([C:34](=[O:36])[NH2:35])[CH:17]=1. The catalyst is C1COCC1. The product is [Br:15][C:16]1[CH:28]=[C:27]2[C:19]([C:20]3[CH:21]=[C:22]([C:29]([O:31][CH2:32][CH3:33])=[O:30])[CH:23]=[CH:24][C:25]=3[NH:26]2)=[C:18]([C:34](=[O:36])[NH2:35])[CH:17]=1. The yield is 0.850.